From a dataset of Reaction yield outcomes from USPTO patents with 853,638 reactions. Predict the reaction yield, written as a fraction of the theoretical maximum amount of product (1.0 means a 100% yield; for example, 0.34 means a 34% yield). (1) The reactants are [Cl:1][C:2]1[N:7]=[C:6]([C:8]2[NH:9][C:10]3[C:15]([CH:16]=2)=[C:14]([F:17])[CH:13]=[CH:12][CH:11]=3)[C:5]([CH2:18][CH:19]([OH:22])[CH2:20][OH:21])=[CH:4][CH:3]=1.[CH3:23][S:24](Cl)(=[O:26])=[O:25].O. The catalyst is C1COCC1. The product is [CH3:23][S:24]([O:21][CH2:20][CH:19]([OH:22])[CH2:18][C:5]1[C:6]([C:8]2[NH:9][C:10]3[C:15]([CH:16]=2)=[C:14]([F:17])[CH:13]=[CH:12][CH:11]=3)=[N:7][C:2]([Cl:1])=[CH:3][CH:4]=1)(=[O:26])=[O:25]. The yield is 0.480. (2) The reactants are Br[C:2]1[CH:3]=[C:4]([N:22]([CH:24]2[CH2:29][CH2:28][CH2:27][CH2:26][CH2:25]2)[CH3:23])[C:5]([CH3:21])=[C:6]([CH:20]=1)[C:7]([NH:9][CH2:10][C:11]1[C:12](=[O:19])[NH:13][C:14]([CH3:18])=[CH:15][C:16]=1[CH3:17])=[O:8].[O:30]1[CH2:35][CH2:34][N:33]([CH2:36][CH2:37][N:38]2[CH:42]=[C:41](B(O)O)[CH:40]=[N:39]2)[CH2:32][CH2:31]1.C([O-])([O-])=O.[Na+].[Na+]. The catalyst is O1CCOCC1.O.O.C1C=CC([P]([Pd]([P](C2C=CC=CC=2)(C2C=CC=CC=2)C2C=CC=CC=2)([P](C2C=CC=CC=2)(C2C=CC=CC=2)C2C=CC=CC=2)[P](C2C=CC=CC=2)(C2C=CC=CC=2)C2C=CC=CC=2)(C2C=CC=CC=2)C2C=CC=CC=2)=CC=1. The product is [CH:24]1([N:22]([CH3:23])[C:4]2[C:5]([CH3:21])=[C:6]([CH:20]=[C:2]([C:41]3[CH:40]=[N:39][N:38]([CH2:37][CH2:36][N:33]4[CH2:34][CH2:35][O:30][CH2:31][CH2:32]4)[CH:42]=3)[CH:3]=2)[C:7]([NH:9][CH2:10][C:11]2[C:12](=[O:19])[NH:13][C:14]([CH3:18])=[CH:15][C:16]=2[CH3:17])=[O:8])[CH2:29][CH2:28][CH2:27][CH2:26][CH2:25]1. The yield is 0.250. (3) The reactants are [C:1]1([O:7][C:8](Cl)=[O:9])[CH:6]=[CH:5][CH:4]=[CH:3][CH:2]=1.[NH2:11][C:12]1[CH:17]=[CH:16][C:15]([C:18]#[N:19])=[CH:14][N:13]=1.N1C=CC=CC=1. The catalyst is C1COCC1. The product is [C:1]1([O:7][C:8](=[O:9])[NH:11][C:12]2[CH:17]=[CH:16][C:15]([C:18]#[N:19])=[CH:14][N:13]=2)[CH:6]=[CH:5][CH:4]=[CH:3][CH:2]=1. The yield is 0.970.